The task is: Predict the reactants needed to synthesize the given product.. This data is from Full USPTO retrosynthesis dataset with 1.9M reactions from patents (1976-2016). Given the product [O:26]1[CH:30]=[CH:29][C:28]([C:2]2[CH:3]=[C:4]([C:8]3[O:12][N:11]=[C:10]([CH2:13][S:14][C:15]4[N:19]([CH3:20])[C:18]([C:21]5[S:22][CH:23]=[CH:24][CH:25]=5)=[N:17][N:16]=4)[N:9]=3)[CH:5]=[CH:6][CH:7]=2)=[CH:27]1, predict the reactants needed to synthesize it. The reactants are: I[C:2]1[CH:3]=[C:4]([C:8]2[O:12][N:11]=[C:10]([CH2:13][S:14][C:15]3[N:19]([CH3:20])[C:18]([C:21]4[S:22][CH:23]=[CH:24][CH:25]=4)=[N:17][N:16]=3)[N:9]=2)[CH:5]=[CH:6][CH:7]=1.[O:26]1[CH:30]=[CH:29][C:28](B(O)O)=[CH:27]1.COCCOC.C(=O)([O-])[O-].[Na+].[Na+].